This data is from Catalyst prediction with 721,799 reactions and 888 catalyst types from USPTO. The task is: Predict which catalyst facilitates the given reaction. (1) Reactant: [CH2:1]([NH:8][C:9]1[N:13]([CH2:14][CH2:15][CH2:16][N:17]2[C:21]([NH:22][CH2:23][C:24]3[CH:29]=[CH:28][CH:27]=[CH:26][CH:25]=3)=[C:20]([N+:30]([O-:32])=[O:31])[C:19](Br)=[N:18]2)[N:12]=[C:11](Br)[C:10]=1[N+:35]([O-:37])=[O:36])[C:2]1[CH:7]=[CH:6][CH:5]=[CH:4][CH:3]=1.[C:38]1(OB(O)O)[CH:43]=[CH:42][CH:41]=[CH:40][CH:39]=1.C(=O)([O-])[O-].[K+].[K+]. Product: [CH2:1]([NH:8][C:9]1[N:13]([CH2:14][CH2:15][CH2:16][N:17]2[C:21]([NH:22][CH2:23][C:24]3[CH:29]=[CH:28][CH:27]=[CH:26][CH:25]=3)=[C:20]([N+:30]([O-:32])=[O:31])[C:19]([C:38]3[CH:43]=[CH:42][CH:41]=[CH:40][CH:39]=3)=[N:18]2)[N:12]=[C:11]([C:2]2[CH:7]=[CH:6][CH:5]=[CH:4][CH:3]=2)[C:10]=1[N+:35]([O-:37])=[O:36])[C:2]1[CH:7]=[CH:6][CH:5]=[CH:4][CH:3]=1. The catalyst class is: 149. (2) Reactant: C([N:4]1[CH2:9][CH2:8][CH:7]([N:10]2[C:18]3[CH:17]=[CH:16][NH:15][C:14](=[O:19])[C:13]=3[N:12]=[CH:11]2)[CH2:6][CH2:5]1)(=O)C.[ClH:20]. Product: [ClH:20].[ClH:20].[NH:4]1[CH2:5][CH2:6][CH:7]([N:10]2[C:18]3[CH:17]=[CH:16][NH:15][C:14](=[O:19])[C:13]=3[N:12]=[CH:11]2)[CH2:8][CH2:9]1. The catalyst class is: 8. (3) Reactant: [CH:1]1[C:10]2[C:5](=[CH:6][CH:7]=[CH:8][CH:9]=2)[CH:4]=[CH:3][C:2]=1[C@@H:11]([N:18]1[N:22]=[N:21][CH:20]=[N:19]1)[C@H:12]1[CH2:17][CH2:16][CH2:15][NH:14][CH2:13]1.[CH2:23](N(CC)CC)[CH3:24].ICC. Product: [CH2:23]([N:14]1[CH2:15][CH2:16][CH2:17][C@H:12]([C@@H:11]([C:2]2[CH:3]=[CH:4][C:5]3[C:10](=[CH:9][CH:8]=[CH:7][CH:6]=3)[CH:1]=2)[N:18]2[N:22]=[N:21][CH:20]=[N:19]2)[CH2:13]1)[CH3:24]. The catalyst class is: 115. (4) Reactant: C(O[CH2:5][CH2:6][C:7](=[O:19])[C:8]1[CH:13]=[C:12]([F:14])[C:11]([F:15])=[C:10]([C:16]#[N:17])[C:9]=1F)(=O)C.[CH:20]([O-:25])([O-])[O:21][CH2:22][CH3:23].C(OC(=O)C)(=O)C.C1(C)C=CC(S(O)(=O)=O)=CC=1.[F:44][C@H:45]1[CH2:47][C@H:46]1[NH2:48].C(N(CC)CC)C.C(=O)([O-])[O-].[K+].[K+].Cl. Product: [C:16]([C:10]1[C:11]([F:15])=[C:12]([F:14])[CH:13]=[C:8]2[C:9]=1[N:48]([C@@H:46]1[CH2:47][C@@H:45]1[F:44])[CH:5]=[C:6]([C:20]([O:21][CH2:22][CH3:23])=[O:25])[C:7]2=[O:19])#[N:17]. The catalyst class is: 6. (5) Reactant: [Cl:1][C:2]1[N:7]=[CH:6][C:5]([C:8]([NH2:10])=O)=[CH:4][N:3]=1.C(N(CC)CC)C.C(OC(C(F)(F)F)=O)(C(F)(F)F)=O. Product: [Cl:1][C:2]1[N:7]=[CH:6][C:5]([C:8]#[N:10])=[CH:4][N:3]=1. The catalyst class is: 1. (6) Reactant: [Cl:1][C:2]1[CH:7]=[CH:6][CH:5]=[C:4]([F:8])[C:3]=1[NH:9][C:10]1[NH:11][C:12]2[C:18]3[CH2:19][C:20]([CH3:23])([CH3:22])[O:21][C:17]=3[C:16]([C:24]([O:26]C)=O)=[CH:15][C:13]=2[N:14]=1.[F:28][C:29]([F:38])([F:37])[C:30]1[N:35]=[CH:34][C:33]([NH2:36])=[CH:32][CH:31]=1.C[Al](C)C. Product: [Cl:1][C:2]1[CH:7]=[CH:6][CH:5]=[C:4]([F:8])[C:3]=1[NH:9][C:10]1[NH:11][C:12]2[C:18]3[CH2:19][C:20]([CH3:22])([CH3:23])[O:21][C:17]=3[C:16]([C:24]([NH:36][C:33]3[CH:34]=[N:35][C:30]([C:29]([F:38])([F:28])[F:37])=[CH:31][CH:32]=3)=[O:26])=[CH:15][C:13]=2[N:14]=1. The catalyst class is: 11.